This data is from Full USPTO retrosynthesis dataset with 1.9M reactions from patents (1976-2016). The task is: Predict the reactants needed to synthesize the given product. (1) Given the product [CH2:25]([NH:27][C:28]([N:22]1[CH2:23][CH2:24][CH:19]([C:10]2[C:9]3[C:13](=[C:14]([C:16]([NH2:18])=[O:17])[CH:15]=[C:7]([C:1]4[CH:2]=[CH:3][CH:4]=[CH:5][CH:6]=4)[CH:8]=3)[NH:12][CH:11]=2)[CH2:20][CH2:21]1)=[O:29])[CH3:26], predict the reactants needed to synthesize it. The reactants are: [C:1]1([C:7]2[CH:8]=[C:9]3[C:13](=[C:14]([C:16]([NH2:18])=[O:17])[CH:15]=2)[NH:12][CH:11]=[C:10]3[CH:19]2[CH2:24][CH2:23][NH:22][CH2:21][CH2:20]2)[CH:6]=[CH:5][CH:4]=[CH:3][CH:2]=1.[CH2:25]([N:27]=[C:28]=[O:29])[CH3:26].C(N(CC)CC)C. (2) The reactants are: [Cl:1][C:2]1[C:3]([C:27]([F:30])([F:29])[F:28])=[N:4][N:5]([CH2:8][C:9]([N:11]2[CH2:16][CH2:15][C:14]([C:20]3[CH:25]=[CH:24][C:23]([Cl:26])=[CH:22][CH:21]=3)([C:17](O)=[O:18])[CH2:13][CH2:12]2)=[O:10])[C:6]=1[CH3:7].[NH:31]1[CH2:36][CH2:35][NH:34][CH2:33][CH2:32]1.F[P-](F)(F)(F)(F)F.N1(O[P+](N(C)C)(N(C)C)N(C)C)C2C=CC=CC=2N=N1. Given the product [Cl:1][C:2]1[C:3]([C:27]([F:28])([F:29])[F:30])=[N:4][N:5]([CH2:8][C:9]([N:11]2[CH2:16][CH2:15][C:14]([C:20]3[CH:21]=[CH:22][C:23]([Cl:26])=[CH:24][CH:25]=3)([C:17]([N:31]3[CH2:36][CH2:35][NH:34][CH2:33][CH2:32]3)=[O:18])[CH2:13][CH2:12]2)=[O:10])[C:6]=1[CH3:7], predict the reactants needed to synthesize it.